This data is from Reaction yield outcomes from USPTO patents with 853,638 reactions. The task is: Predict the reaction yield, written as a fraction of the theoretical maximum amount of product (1.0 means a 100% yield; for example, 0.34 means a 34% yield). (1) The reactants are [Br:1][C:2]1[C:7]([F:8])=[C:6]([Cl:9])[CH:5]=[CH:4][C:3]=1[C:10]([OH:22])=[C:11](C(OCC)=O)C(OCC)=O. The catalyst is C(O)(=O)C.O.OS(O)(=O)=O. The product is [Br:1][C:2]1[C:7]([F:8])=[C:6]([Cl:9])[CH:5]=[CH:4][C:3]=1[C:10](=[O:22])[CH3:11]. The yield is 0.840. (2) The reactants are [Cl:1][C:2]1[N:7]=[C:6]([C:8]2[C:9]([C:18]3[CH:19]=[C:20]([NH2:24])[CH:21]=[CH:22][CH:23]=3)=[N:10][N:11]3[CH:16]=[C:15]([CH3:17])[CH:14]=[CH:13][C:12]=23)[CH:5]=[CH:4][N:3]=1.[S:25]1[CH:29]=[CH:28][CH:27]=[C:26]1[CH2:30][C:31](Cl)=[O:32]. The catalyst is C1COCC1. The product is [Cl:1][C:2]1[N:7]=[C:6]([C:8]2[C:9]([C:18]3[CH:19]=[C:20]([NH:24][C:31](=[O:32])[CH2:30][C:26]4[S:25][CH:29]=[CH:28][CH:27]=4)[CH:21]=[CH:22][CH:23]=3)=[N:10][N:11]3[CH:16]=[C:15]([CH3:17])[CH:14]=[CH:13][C:12]=23)[CH:5]=[CH:4][N:3]=1. The yield is 0.890. (3) The reactants are [Cl-].O[NH3+:3].[C:4](=[O:7])([O-])[OH:5].[Na+].CS(C)=O.[OH:13][C:14]1([CH2:19][O:20][C@H:21]2[CH2:26][CH2:25][C@H:24]([N:27]3[C:32](=[O:33])[C:31]([CH2:34][C:35]4[CH:40]=[CH:39][C:38]([C:41]5[C:42]([C:47]#[N:48])=[CH:43][CH:44]=[CH:45][CH:46]=5)=[CH:37][CH:36]=4)=[C:30]([CH2:49][CH2:50][CH3:51])[N:29]4[N:52]=[CH:53][N:54]=[C:28]34)[CH2:23][CH2:22]2)[CH2:18][CH2:17][CH2:16][CH2:15]1. The catalyst is O.C(OCC)(=O)C. The product is [OH:13][C:14]1([CH2:19][O:20][C@H:21]2[CH2:26][CH2:25][C@H:24]([N:27]3[C:32](=[O:33])[C:31]([CH2:34][C:35]4[CH:36]=[CH:37][C:38]([C:41]5[CH:46]=[CH:45][CH:44]=[CH:43][C:42]=5[C:47]5[NH:3][C:4](=[O:7])[O:5][N:48]=5)=[CH:39][CH:40]=4)=[C:30]([CH2:49][CH2:50][CH3:51])[N:29]4[N:52]=[CH:53][N:54]=[C:28]34)[CH2:23][CH2:22]2)[CH2:15][CH2:16][CH2:17][CH2:18]1. The yield is 0.230. (4) The reactants are C1C2C(=CC=CC=2)C=C(C2C=CC(O)=CC=2)N=1.C1C=CC2N(O)N=NC=2C=1.[CH3:28][C:29]([O:32][C:33]([NH:35][C@H:36]([C:58]([OH:60])=[O:59])[CH2:37][CH2:38][CH2:39][N:40]=[C:41]([NH:50]C(OC(C)(C)C)=O)[NH:42]C(OC(C)(C)C)=O)=[O:34])([CH3:31])[CH3:30].CCN=C=NCCCN(C)C.Cl.C(N(CC)C(C)C)(C)C. The catalyst is CN(C=O)C.O. The product is [C:33]([NH:35][C@H:36]([C:58]([OH:60])=[O:59])[CH2:37][CH2:38][CH2:39][NH:40][C:41](=[NH:42])[NH2:50])([O:32][C:29]([CH3:30])([CH3:28])[CH3:31])=[O:34]. The yield is 0.740. (5) The reactants are [CH:1]1[CH:2]=[CH:3][C:4]([C:7]2[O:17][C:16]3[CH:15]=[C:14]([OH:18])[CH:13]=[C:12]([OH:19])[C:11]=3[C:9](=[O:10])[C:8]=2[OH:20])=[CH:5][CH:6]=1.C(N(CC)CC)C.C1C=CC(N([S:35]([C:38]([F:41])([F:40])[F:39])(=[O:37])=[O:36])[S:35]([C:38]([F:41])([F:40])[F:39])(=[O:37])=[O:36])=CC=1. The catalyst is C(Cl)Cl. The product is [OH:20][C:8]1[C:9](=[O:10])[C:11]2[C:16](=[CH:15][C:14]([O:18][S:35]([C:38]([F:41])([F:40])[F:39])(=[O:37])=[O:36])=[CH:13][C:12]=2[OH:19])[O:17][C:7]=1[C:4]1[CH:5]=[CH:6][CH:1]=[CH:2][CH:3]=1. The yield is 0.610.